From a dataset of Reaction yield outcomes from USPTO patents with 853,638 reactions. Predict the reaction yield, written as a fraction of the theoretical maximum amount of product (1.0 means a 100% yield; for example, 0.34 means a 34% yield). (1) The reactants are [NH2:1][C@H:2]1[C:6]2([CH2:8][CH2:7]2)[CH2:5][N:4]([C:9]2[C:18]([O:19][CH3:20])=[C:17]3[C:12]([C:13](=[O:28])[C:14]([C:25]([OH:27])=[O:26])=[CH:15][N:16]3[C@@H:21]3[CH2:23][C@@H:22]3[F:24])=[CH:11][C:10]=2[F:29])[CH2:3]1.[ClH:30]. The catalyst is CC(O)C. The product is [OH2:19].[ClH:30].[NH2:1][C@H:2]1[C:6]2([CH2:7][CH2:8]2)[CH2:5][N:4]([C:9]2[C:18]([O:19][CH3:20])=[C:17]3[C:12]([C:13](=[O:28])[C:14]([C:25]([OH:27])=[O:26])=[CH:15][N:16]3[C@@H:21]3[CH2:23][C@@H:22]3[F:24])=[CH:11][C:10]=2[F:29])[CH2:3]1. The yield is 0.827. (2) The reactants are [C:1]([OH:22])(=[O:21])[CH2:2][CH2:3][CH2:4][CH2:5][CH2:6][CH2:7][CH2:8][CH2:9][CH2:10][CH2:11][CH2:12][CH2:13][CH2:14][CH2:15][CH2:16][CH2:17][C:18]([OH:20])=[O:19].[C:23](OC(O[C:23]([CH3:26])([CH3:25])[CH3:24])N(C)C)([CH3:26])([CH3:25])[CH3:24]. The catalyst is C1(C)C=CC=CC=1. The product is [C:23]([O:19][C:18](=[O:20])[CH2:17][CH2:16][CH2:15][CH2:14][CH2:13][CH2:12][CH2:11][CH2:10][CH2:9][CH2:8][CH2:7][CH2:6][CH2:5][CH2:4][CH2:3][CH2:2][C:1]([OH:22])=[O:21])([CH3:26])([CH3:25])[CH3:24]. The yield is 0.447. (3) The reactants are F[B-](F)(F)F.N1(OC(N(C)C)=[N+](C)C)C2C=CC=CC=2N=N1.[Cl:23][C:24]1[CH:25]=[C:26]([N:32]2[CH:40]([C:41]3[CH:46]=[CH:45][C:44]([F:47])=[CH:43][CH:42]=3)[CH:39]3[C:34]([C:35]4[CH:51]=[CH:50][C:49]([C:52]([OH:54])=O)=[CH:48][C:36]=4[CH2:37][CH2:38]3)=[N:33]2)[CH:27]=[CH:28][C:29]=1[C:30]#[N:31].C(O)C.C(N(CC)CC)C.[N:65]1([CH2:70][CH2:71][NH2:72])[CH2:69][CH2:68][CH2:67][CH2:66]1. The catalyst is CN(C)C=O. The product is [Cl:23][C:24]1[CH:25]=[C:26]([N:32]2[CH:40]([C:41]3[CH:42]=[CH:43][C:44]([F:47])=[CH:45][CH:46]=3)[CH:39]3[C:34]([C:35]4[CH:51]=[CH:50][C:49]([C:52]([NH:72][CH2:71][CH2:70][N:65]5[CH2:69][CH2:68][CH2:67][CH2:66]5)=[O:54])=[CH:48][C:36]=4[CH2:37][CH2:38]3)=[N:33]2)[CH:27]=[CH:28][C:29]=1[C:30]#[N:31]. The yield is 0.420. (4) The reactants are [Cl:1][C:2]1[CH:21]=[C:20]([C:22]([F:25])([F:24])[F:23])[CH:19]=[CH:18][C:3]=1[CH2:4][N:5]1[C:9]([C:10](OCC)=[O:11])=[CH:8][C:7]([CH:15]([CH3:17])[CH3:16])=[N:6]1.[H-].C([Al+]CC(C)C)C(C)C.CO.[C@H](O)(C([O-])=O)[C@@H](O)C([O-])=O.[Na+].[K+]. The catalyst is O1CCCC1.C1(C)C=CC=CC=1. The product is [Cl:1][C:2]1[CH:21]=[C:20]([C:22]([F:25])([F:23])[F:24])[CH:19]=[CH:18][C:3]=1[CH2:4][N:5]1[C:9]([CH2:10][OH:11])=[CH:8][C:7]([CH:15]([CH3:17])[CH3:16])=[N:6]1. The yield is 0.990. (5) The reactants are N(OC(C)(C)C)=O.[CH3:8][C:9]1[CH:18]=[CH:17][C:12]2[N:13]=[C:14](N)[S:15][C:11]=2[CH:10]=1.[ClH:19]. The catalyst is CC#N.[Cu](Cl)Cl. The product is [Cl:19][C:14]1[S:15][C:11]2[CH:10]=[C:9]([CH3:8])[CH:18]=[CH:17][C:12]=2[N:13]=1. The yield is 0.740. (6) The reactants are [CH3:1][C:2]1[N:3]=[CH:4][N:5]([C:7]2[CH:13]=[CH:12][C:10]([NH2:11])=[C:9]([C:14]#[N:15])[CH:8]=2)[CH:6]=1.[H][H]. The catalyst is N.CO.[Ni+2]. The product is [CH3:1][C:2]1[N:3]=[CH:4][N:5]([C:7]2[CH:13]=[CH:12][C:10]([NH2:11])=[C:9]([CH2:14][NH2:15])[CH:8]=2)[CH:6]=1. The yield is 0.820. (7) The reactants are [CH3:1][N:2]1[C:10]([CH2:11][N:12]2[CH2:17][CH2:16][CH:15]([C:18]([OH:21])([CH3:20])[CH3:19])[CH2:14][CH2:13]2)=[N:9][C:8]2[C:3]1=[N:4][C:5]([Sn](CCCC)(CCCC)CCCC)=[N:6][C:7]=2[N:22]1[CH2:27][CH2:26][O:25][CH2:24][CH2:23]1.Br[C:42]1[N:47]2[CH:48]=[C:49]([CH3:51])[N:50]=[C:46]2[CH:45]=[CH:44][CH:43]=1. The catalyst is O1CCOCC1.C1C=CC([P]([Pd]([P](C2C=CC=CC=2)(C2C=CC=CC=2)C2C=CC=CC=2)([P](C2C=CC=CC=2)(C2C=CC=CC=2)C2C=CC=CC=2)[P](C2C=CC=CC=2)(C2C=CC=CC=2)C2C=CC=CC=2)(C2C=CC=CC=2)C2C=CC=CC=2)=CC=1.S1C=CC=C1C([O-])=O.[Cu+]. The product is [CH3:1][N:2]1[C:10]([CH2:11][N:12]2[CH2:13][CH2:14][CH:15]([C:18]([OH:21])([CH3:19])[CH3:20])[CH2:16][CH2:17]2)=[N:9][C:8]2[C:3]1=[N:4][C:5]([C:42]1[N:47]3[CH:48]=[C:49]([CH3:51])[N:50]=[C:46]3[CH:45]=[CH:44][CH:43]=1)=[N:6][C:7]=2[N:22]1[CH2:27][CH2:26][O:25][CH2:24][CH2:23]1. The yield is 0.310. (8) The catalyst is C(O)C.[Pd]. The yield is 1.00. The product is [NH2:1][CH2:4][CH2:5][CH:6]([CH2:12][CH2:13][NH2:14])[CH2:7][CH2:8][NH2:9]. The reactants are [N:1]([CH2:4][CH2:5][CH:6]([CH2:12][CH2:13][N:14]=[N+]=[N-])[CH2:7][CH2:8][N:9]=[N+]=[N-])=[N+]=[N-].[H][H]. (9) The reactants are [C:1]([C:3]1[C:4](=[O:23])[N:5]([C:10]2[CH:15]=[CH:14][C:13]([C:16]([CH3:22])([CH3:21])[C:17]([O:19][CH3:20])=[O:18])=[CH:12][CH:11]=2)[CH2:6][CH2:7][C:8]=1[OH:9])#[N:2].[CH3:24]N(C)C=O.ClCCl.C(Cl)(=O)C(Cl)=O. The catalyst is CO. The product is [C:1]([C:3]1[C:4](=[O:23])[N:5]([C:10]2[CH:15]=[CH:14][C:13]([C:16]([CH3:21])([CH3:22])[C:17]([O:19][CH3:20])=[O:18])=[CH:12][CH:11]=2)[CH2:6][CH2:7][C:8]=1[O:9][CH3:24])#[N:2]. The yield is 0.870. (10) The reactants are [CH2:1]([S:3]([C:6]1[CH:7]=[C:8]([C:12]2[CH:20]=[C:19]([NH2:21])[C:18]([O:22][CH3:23])=[C:17]3[C:13]=2[C:14]2[CH:27]=[C:26]([CH3:28])[CH:25]=[N:24][C:15]=2[NH:16]3)[CH:9]=[CH:10][CH:11]=1)(=[O:5])=[O:4])[CH3:2].[CH3:29][N:30]([CH3:36])[CH2:31][CH2:32][C:33](Cl)=[O:34]. The catalyst is N1C=CC=CC=1. The product is [CH3:29][N:30]([CH3:36])[CH2:31][CH2:32][C:33]([NH:21][C:19]1[C:18]([O:22][CH3:23])=[C:17]2[C:13]([C:14]3[CH:27]=[C:26]([CH3:28])[CH:25]=[N:24][C:15]=3[NH:16]2)=[C:12]([C:8]2[CH:9]=[CH:10][CH:11]=[C:6]([S:3]([CH2:1][CH3:2])(=[O:5])=[O:4])[CH:7]=2)[CH:20]=1)=[O:34]. The yield is 0.550.